Task: Predict which catalyst facilitates the given reaction.. Dataset: Catalyst prediction with 721,799 reactions and 888 catalyst types from USPTO Reactant: [Li].[CH2:2]([N:9]1[CH2:13][CH2:12][CH:11]([C:14](O)=[O:15])[CH2:10]1)[C:3]1[CH:8]=[CH:7][CH:6]=[CH:5][CH:4]=1. Product: [CH2:2]([N:9]1[CH2:13][CH2:12][CH:11]([CH2:14][OH:15])[CH2:10]1)[C:3]1[CH:8]=[CH:7][CH:6]=[CH:5][CH:4]=1. The catalyst class is: 1.